Dataset: CYP3A4 inhibition data for predicting drug metabolism from PubChem BioAssay. Task: Regression/Classification. Given a drug SMILES string, predict its absorption, distribution, metabolism, or excretion properties. Task type varies by dataset: regression for continuous measurements (e.g., permeability, clearance, half-life) or binary classification for categorical outcomes (e.g., BBB penetration, CYP inhibition). Dataset: cyp3a4_veith. The molecule is CCN(CC)C[C@@H]1CCCCN1CC(=O)N1c2ccccc2C(=O)Nc2cccnc21. The result is 1 (inhibitor).